This data is from Full USPTO retrosynthesis dataset with 1.9M reactions from patents (1976-2016). The task is: Predict the reactants needed to synthesize the given product. (1) The reactants are: [Cl:1][C:2]1[CH:7]=[C:6]([C:8]#[C:9][C:10]2[N:11]=[C:12]([CH3:15])[NH:13][CH:14]=2)[CH:5]=[CH:4][N:3]=1.Cl.Cl[CH2:18][C:19]1[CH:24]=[CH:23][N:22]=[C:21]([CH3:25])[CH:20]=1. Given the product [CH3:25][C:21]1[CH:20]=[C:19]([CH2:18][N:13]2[CH:14]=[C:10]([C:9]#[C:8][C:6]3[CH:5]=[CH:4][N:3]=[C:2]([Cl:1])[CH:7]=3)[N:11]=[C:12]2[CH3:15])[CH:24]=[CH:23][N:22]=1, predict the reactants needed to synthesize it. (2) Given the product [Cl:1][C:2]1[N:10]=[C:9]2[C:5]([N:6]([CH2:11][C:12]3[CH:17]=[CH:16][C:15]([C:18]([F:21])([F:20])[F:19])=[CH:14][CH:13]=3)[CH:7]=[N:8]2)=[C:4]([NH:35][C@@H:33]([CH:30]2[CH2:32][CH2:31]2)[CH3:34])[N:3]=1, predict the reactants needed to synthesize it. The reactants are: [Cl:1][C:2]1[N:10]=[C:9]2[C:5]([N:6]([CH2:11][C:12]3[CH:17]=[CH:16][C:15]([C:18]([F:21])([F:20])[F:19])=[CH:14][CH:13]=3)[CH:7]=[N:8]2)=[C:4](Cl)[N:3]=1.C(N(CC)CC)C.[CH:30]1([C@H:33]([NH2:35])[CH3:34])[CH2:32][CH2:31]1.O. (3) The reactants are: Cl.[C:2]([O:6][C:7](=[O:16])[NH:8][CH2:9][CH2:10][CH2:11][CH2:12][CH2:13][CH2:14][NH2:15])([CH3:5])([CH3:4])[CH3:3].[C:17]1([CH2:23][CH:24]=O)[CH:22]=[CH:21][CH:20]=[CH:19][CH:18]=1.C([BH3-])#N.[Na+].C(=O)([O-])O.[Na+]. Given the product [C:2]([O:6][C:7](=[O:16])[NH:8][CH2:9][CH2:10][CH2:11][CH2:12][CH2:13][CH2:14][NH:15][CH2:24][CH2:23][C:17]1[CH:22]=[CH:21][CH:20]=[CH:19][CH:18]=1)([CH3:5])([CH3:3])[CH3:4], predict the reactants needed to synthesize it. (4) Given the product [N+:1]([C:4]1[CH:11]=[CH:10][C:7]([CH2:8][N:18]2[CH2:23][CH2:22][O:21][CH2:20][CH2:19]2)=[CH:6][CH:5]=1)([O-:3])=[O:2], predict the reactants needed to synthesize it. The reactants are: [N+:1]([C:4]1[CH:11]=[CH:10][C:7]([CH2:8]Br)=[CH:6][CH:5]=1)([O-:3])=[O:2].C(=O)([O-])[O-].[K+].[K+].[NH:18]1[CH2:23][CH2:22][O:21][CH2:20][CH2:19]1.